Dataset: Reaction yield outcomes from USPTO patents with 853,638 reactions. Task: Predict the reaction yield, written as a fraction of the theoretical maximum amount of product (1.0 means a 100% yield; for example, 0.34 means a 34% yield). (1) The reactants are Cl[C:2]1[N:11]=[CH:10][C:9]2[N:8]([CH:12]3[CH2:17][CH2:16][O:15][CH2:14][CH2:13]3)[C:7](=[O:18])[CH:6]3[CH2:19][O:20][CH2:21][CH2:22][N:5]3[C:4]=2[N:3]=1.[CH3:23][NH:24][C:25]([NH:27][C:28]1[CH:33]=[CH:32][C:31](B2OC(C)(C)C(C)(C)O2)=[CH:30][CH:29]=1)=[O:26].[C:43](=O)(O)[O-].[Na+]. The catalyst is O1CCOCC1.C1C=CC(P(C2C=CC=CC=2)[C-]2C=CC=C2)=CC=1.C1C=CC(P(C2C=CC=CC=2)[C-]2C=CC=C2)=CC=1.Cl[Pd]Cl.[Fe+2]. The product is [CH3:23][NH:24][C:25]([NH:27][C:28]1[CH:33]=[CH:32][C:31]([C:2]2[N:11]=[CH:10][C:9]3[N:8]([CH:12]4[CH2:17][CH2:16][O:15][CH2:14][CH2:13]4)[C:7](=[O:18])[C:6]4([CH3:43])[CH2:19][O:20][CH2:21][CH2:22][N:5]4[C:4]=3[N:3]=2)=[CH:30][CH:29]=1)=[O:26]. The yield is 0.287. (2) The reactants are [Cl:1][C:2]1[CH:10]=[CH:9][C:5]([C:6](O)=[O:7])=[CH:4][C:3]=1[O:11][CH3:12].B.C1COCC1. The catalyst is C1COCC1. The product is [Cl:1][C:2]1[CH:10]=[CH:9][C:5]([CH2:6][OH:7])=[CH:4][C:3]=1[O:11][CH3:12]. The yield is 0.990. (3) The reactants are [Cl:1][C:2]1[C:3]2[CH:14]=[CH:13][C:12](=[O:15])[N:11]([C:16]3[C:21]([F:22])=[CH:20][CH:19]=[CH:18][C:17]=3[F:23])[C:4]=2[N:5]=[C:6](S(C)=O)[N:7]=1.[NH2:24][CH:25]([CH2:28][OH:29])[CH2:26][OH:27].CCN(CC)CC. The catalyst is ClCCl.CN(C=O)C. The product is [Cl:1][C:2]1[C:3]2[CH:14]=[CH:13][C:12](=[O:15])[N:11]([C:16]3[C:21]([F:22])=[CH:20][CH:19]=[CH:18][C:17]=3[F:23])[C:4]=2[N:5]=[C:6]([NH:24][CH:25]([CH2:28][OH:29])[CH2:26][OH:27])[N:7]=1. The yield is 0.420. (4) The reactants are [C:1]([N:8]1[CH2:13][CH2:12][CH:11]([CH2:14][OH:15])[CH2:10][CH2:9]1)([O:3][C:4]([CH3:7])([CH3:6])[CH3:5])=[O:2].[H-].[Na+].Br[CH2:19][CH:20]1[CH2:22][CH2:21]1. The catalyst is CN(C=O)C.CCOC(C)=O. The product is [CH:20]1([CH2:19][O:15][CH2:14][CH:11]2[CH2:12][CH2:13][N:8]([C:1]([O:3][C:4]([CH3:7])([CH3:6])[CH3:5])=[O:2])[CH2:9][CH2:10]2)[CH2:22][CH2:21]1. The yield is 0.980.